This data is from Tyrosyl-DNA phosphodiesterase HTS with 341,365 compounds. The task is: Binary Classification. Given a drug SMILES string, predict its activity (active/inactive) in a high-throughput screening assay against a specified biological target. (1) The drug is FC(OC(F)(F)F)c1[nH]c2c(n1)ccc(c2)C. The result is 0 (inactive). (2) The molecule is S(=O)(=O)(Nc1c(OC)cccc1)c1cc(C(=O)N2CC(OC(C2)C)C)ccc1. The result is 0 (inactive).